Dataset: Full USPTO retrosynthesis dataset with 1.9M reactions from patents (1976-2016). Task: Predict the reactants needed to synthesize the given product. Given the product [NH2:1][C:2]1[C:3]([C:4]2[NH:18][C:19]3[CH:20]=[C:21]([S:26]([NH2:29])(=[O:27])=[O:28])[CH:22]=[CH:23][C:24]=3[N:25]=2)=[CH:6][C:7]([C:10]2[CH:15]=[CH:14][C:13]([O:16][CH3:17])=[CH:12][CH:11]=2)=[CH:8][N:9]=1, predict the reactants needed to synthesize it. The reactants are: [NH2:1][C:2]1[N:9]=[CH:8][C:7]([C:10]2[CH:15]=[CH:14][C:13]([O:16][CH3:17])=[CH:12][CH:11]=2)=[CH:6][C:3]=1[CH:4]=O.[NH2:18][C:19]1[CH:20]=[C:21]([S:26]([NH2:29])(=[O:28])=[O:27])[CH:22]=[CH:23][C:24]=1[NH2:25].OS([O-])=O.[Na+].CCOC(C)=O.